This data is from NCI-60 drug combinations with 297,098 pairs across 59 cell lines. The task is: Regression. Given two drug SMILES strings and cell line genomic features, predict the synergy score measuring deviation from expected non-interaction effect. (1) Drug 1: CN(CC1=CN=C2C(=N1)C(=NC(=N2)N)N)C3=CC=C(C=C3)C(=O)NC(CCC(=O)O)C(=O)O. Drug 2: CCC(=C(C1=CC=CC=C1)C2=CC=C(C=C2)OCCN(C)C)C3=CC=CC=C3.C(C(=O)O)C(CC(=O)O)(C(=O)O)O. Cell line: M14. Synergy scores: CSS=30.0, Synergy_ZIP=1.90, Synergy_Bliss=-1.11, Synergy_Loewe=-18.4, Synergy_HSA=-4.79. (2) Drug 1: CC1C(C(CC(O1)OC2CC(CC3=C2C(=C4C(=C3O)C(=O)C5=C(C4=O)C(=CC=C5)OC)O)(C(=O)CO)O)N)O.Cl. Drug 2: C1=C(C(=O)NC(=O)N1)F. Cell line: NCI-H460. Synergy scores: CSS=52.3, Synergy_ZIP=-1.91, Synergy_Bliss=-1.65, Synergy_Loewe=-2.63, Synergy_HSA=-0.523. (3) Drug 1: CC1=C(C=C(C=C1)NC2=NC=CC(=N2)N(C)C3=CC4=NN(C(=C4C=C3)C)C)S(=O)(=O)N.Cl. Cell line: NCI-H322M. Synergy scores: CSS=2.19, Synergy_ZIP=4.16, Synergy_Bliss=7.22, Synergy_Loewe=6.03, Synergy_HSA=4.60. Drug 2: C1C(C(OC1N2C=NC3=C(N=C(N=C32)Cl)N)CO)O. (4) Drug 2: C1=NNC2=C1C(=O)NC=N2. Synergy scores: CSS=0.556, Synergy_ZIP=-2.38, Synergy_Bliss=-2.69, Synergy_Loewe=-6.82, Synergy_HSA=-3.30. Cell line: UACC-257. Drug 1: CC1OCC2C(O1)C(C(C(O2)OC3C4COC(=O)C4C(C5=CC6=C(C=C35)OCO6)C7=CC(=C(C(=C7)OC)O)OC)O)O. (5) Drug 1: CC=C1C(=O)NC(C(=O)OC2CC(=O)NC(C(=O)NC(CSSCCC=C2)C(=O)N1)C(C)C)C(C)C. Drug 2: CC(C)(C#N)C1=CC(=CC(=C1)CN2C=NC=N2)C(C)(C)C#N. Cell line: HL-60(TB). Synergy scores: CSS=34.3, Synergy_ZIP=-1.25, Synergy_Bliss=-2.82, Synergy_Loewe=-2.03, Synergy_HSA=-1.73. (6) Cell line: NCI-H460. Drug 1: C1CCC(CC1)NC(=O)N(CCCl)N=O. Synergy scores: CSS=-0.413, Synergy_ZIP=-5.10, Synergy_Bliss=-11.5, Synergy_Loewe=-16.2, Synergy_HSA=-11.5. Drug 2: CC12CCC3C(C1CCC2OP(=O)(O)O)CCC4=C3C=CC(=C4)OC(=O)N(CCCl)CCCl.[Na+].